From a dataset of Full USPTO retrosynthesis dataset with 1.9M reactions from patents (1976-2016). Predict the reactants needed to synthesize the given product. Given the product [OH:41][C:8]1[CH:3]=[C:4]([S:10]([NH:13][C:14]([NH:16][CH2:17][CH2:18][C:19]2[CH:24]=[CH:23][C:22]([N:25]3[C:29]([CH3:30])=[C:28]([C:31]4[CH:36]=[CH:35][CH:34]=[CH:33][CH:32]=4)[C:27]([C:37]([F:40])([F:38])[F:39])=[N:26]3)=[CH:21][CH:20]=2)=[O:15])(=[O:11])=[O:12])[CH:5]=[CH:6][CH:7]=1, predict the reactants needed to synthesize it. The reactants are: [Na].F[C:3]1[CH:8]=[C:7](F)[CH:6]=[CH:5][C:4]=1[S:10]([NH:13][C:14]([NH:16][CH2:17][CH2:18][C:19]1[CH:24]=[CH:23][C:22]([N:25]2[C:29]([CH3:30])=[C:28]([C:31]3[CH:36]=[CH:35][CH:34]=[CH:33][CH:32]=3)[C:27]([C:37]([F:40])([F:39])[F:38])=[N:26]2)=[CH:21][CH:20]=1)=[O:15])(=[O:12])=[O:11].[OH:41]C1C=C(S(N)(=O)=O)C=CC=1.